From a dataset of Catalyst prediction with 721,799 reactions and 888 catalyst types from USPTO. Predict which catalyst facilitates the given reaction. (1) Reactant: [CH2:1]([C@H:4]([C:22]([O:24][C:25]([CH3:28])([CH3:27])[CH3:26])=[O:23])[CH2:5][C@@H:6]([C:15]([O:17][C:18]([CH3:21])([CH3:20])[CH3:19])=[O:16])[NH:7][C:8]([O:10][C:11]([CH3:14])([CH3:13])[CH3:12])=[O:9])[CH:2]=[CH2:3].[OH-:29].[Na+].OO. Product: [C:11]([O:10][C:8]([NH:7][C@H:6]([C:15]([O:17][C:18]([CH3:21])([CH3:20])[CH3:19])=[O:16])[CH2:5][C@H:4]([CH2:1][CH2:2][CH2:3][OH:29])[C:22]([O:24][C:25]([CH3:28])([CH3:27])[CH3:26])=[O:23])=[O:9])([CH3:14])([CH3:13])[CH3:12]. The catalyst class is: 30. (2) Reactant: [CH2:1]([O:3][C:4](=[O:16])[C:5]1[CH:10]=[CH:9][C:8]([O:11]CC(C)=C)=[CH:7][CH:6]=1)[CH3:2].[OH-].[Na+]. Product: [CH2:1]([O:3][C:4](=[O:16])[C:5]1[CH:6]=[CH:7][C:8]([OH:11])=[C:9]([CH2:6][C:5]([CH3:10])=[CH2:4])[CH:10]=1)[CH3:2]. The catalyst class is: 60. (3) Reactant: [ClH:1].[CH3:2][N:3]1[CH2:8][CH2:7][N:6]([C:9]([C:11]2[CH:12]=[C:13]([C:17]3[CH:22]=[CH:21][CH:20]=[C:19]([CH2:23][C@H:24]([NH:39][C:40]([C@H:42]4[CH2:47][CH2:46][C@H:45]([CH2:48][NH:49]C(=O)OC(C)(C)C)[CH2:44][CH2:43]4)=[O:41])[C:25](=[O:38])[NH:26][C:27]4[CH:32]=[CH:31][C:30]([C:33]5[NH:37][N:36]=[N:35][N:34]=5)=[CH:29][CH:28]=4)[CH:18]=3)[CH:14]=[CH:15][CH:16]=2)=[O:10])[CH2:5][CH2:4]1.C(#N)C. Product: [ClH:1].[NH2:49][CH2:48][C@H:45]1[CH2:44][CH2:43][C@H:42]([C:40]([NH:39][C@@H:24]([CH2:23][C:19]2[CH:18]=[C:17]([C:13]3[CH:14]=[CH:15][CH:16]=[C:11]([C:9]([N:6]4[CH2:5][CH2:4][N:3]([CH3:2])[CH2:8][CH2:7]4)=[O:10])[CH:12]=3)[CH:22]=[CH:21][CH:20]=2)[C:25](=[O:38])[NH:26][C:27]2[CH:32]=[CH:31][C:30]([C:33]3[NH:34][N:35]=[N:36][N:37]=3)=[CH:29][CH:28]=2)=[O:41])[CH2:47][CH2:46]1. The catalyst class is: 12. (4) Reactant: [Cl:1][C:2]1[CH:7]=[CH:6][C:5]([C:8]2[CH:13]=[CH:12][C:11]([NH2:14])=[CH:10][CH:9]=2)=[CH:4][CH:3]=1.[C:15](O)(=[O:18])[C:16]#[CH:17]. Product: [Cl:1][C:2]1[CH:3]=[CH:4][C:5]([C:8]2[CH:13]=[CH:12][C:11]([NH:14][C:15](=[O:18])[C:16]#[CH:17])=[CH:10][CH:9]=2)=[CH:6][CH:7]=1. The catalyst class is: 429. (5) Reactant: Br[C:2]1[CH:7]=[CH:6][C:5]([O:8][CH3:9])=[CH:4][C:3]=1[Cl:10].[Cl-].[Li+].C([Mg]Cl)(C)C.[F:18][C:19]1[CH:24]=[CH:23][CH:22]=[C:21]([F:25])[C:20]=1[N:26]1[C:30]([CH:31]=[O:32])=[CH:29][N:28]=[CH:27]1.[Cl-].[NH4+]. Product: [Cl:10][C:3]1[CH:4]=[C:5]([O:8][CH3:9])[CH:6]=[CH:7][C:2]=1[CH:31]([C:30]1[N:26]([C:20]2[C:21]([F:25])=[CH:22][CH:23]=[CH:24][C:19]=2[F:18])[CH:27]=[N:28][CH:29]=1)[OH:32]. The catalyst class is: 7. (6) Reactant: [C:1]([Si:5]([CH3:36])([CH3:35])[O:6][C:7]1[CH:12]=[CH:11][C:10]([C:13]([C:18]2[CH:23]=[CH:22][C:21]([C:24]#[C:25][C:26]([C:28]3([CH2:31][CH3:32])[CH2:30][CH2:29]3)=[O:27])=[C:20]([CH3:33])[CH:19]=2)([CH2:16][CH3:17])[CH2:14][CH3:15])=[CH:9][C:8]=1[CH3:34])([CH3:4])([CH3:3])[CH3:2].[BH4-].[Na+]. Product: [C:1]([Si:5]([CH3:35])([CH3:36])[O:6][C:7]1[CH:12]=[CH:11][C:10]([C:13]([C:18]2[CH:23]=[CH:22][C:21]([C:24]#[C:25][CH:26]([C:28]3([CH2:31][CH3:32])[CH2:29][CH2:30]3)[OH:27])=[C:20]([CH3:33])[CH:19]=2)([CH2:14][CH3:15])[CH2:16][CH3:17])=[CH:9][C:8]=1[CH3:34])([CH3:2])([CH3:4])[CH3:3]. The catalyst class is: 36.